From a dataset of Forward reaction prediction with 1.9M reactions from USPTO patents (1976-2016). Predict the product of the given reaction. (1) The product is: [CH3:2][O:3][C:4](=[O:14])[C@H:5]([CH2:7][C:8]1[CH:13]=[CH:12][CH:11]=[CH:10][CH:9]=1)[NH2:6]. Given the reactants Cl.[CH3:2][O:3][C:4](=[O:14])[C@H:5]([CH2:7][C:8]1[CH:13]=[CH:12][CH:11]=[CH:10][CH:9]=1)[NH2:6].C(=O)([O-])[O-].[Na+].[Na+].ClCCl, predict the reaction product. (2) Given the reactants [NH:1]1[CH:5]=[C:4]([CH2:6][CH2:7][NH:8][C:9](=[O:22])[C:10]2[CH:15]=[C:14]([CH3:16])[CH:13]=[CH:12][C:11]=2[N:17]2[N:21]=[CH:20][CH:19]=[N:18]2)[N:3]=[CH:2]1.Br[C:24]1[CH:29]=[CH:28][C:27]([F:30])=[CH:26][N:25]=1, predict the reaction product. The product is: [F:30][C:27]1[CH:28]=[CH:29][C:24]([N:1]2[CH:5]=[C:4]([CH2:6][CH2:7][NH:8][C:9](=[O:22])[C:10]3[CH:15]=[C:14]([CH3:16])[CH:13]=[CH:12][C:11]=3[N:17]3[N:21]=[CH:20][CH:19]=[N:18]3)[N:3]=[CH:2]2)=[N:25][CH:26]=1. (3) Given the reactants C[Si](Cl)(C)C.I[CH:7]1[CH2:12][CH2:11][N:10]([C:13]([O:15][C:16]([CH3:19])([CH3:18])[CH3:17])=[O:14])[CH2:9][CH2:8]1.O1C=CC=C1P(C1OC=CC=1)C1OC=CC=1.Br[C:37]1[CH:42]=[CH:41][CH:40]=[C:39]([N:43]2[C:47]([CH3:48])=[CH:46][CH:45]=[C:44]2[CH3:49])[N:38]=1, predict the reaction product. The product is: [C:16]([O:15][C:13]([N:10]1[CH2:11][CH2:12][CH:7]([C:37]2[CH:42]=[CH:41][CH:40]=[C:39]([N:43]3[C:47]([CH3:48])=[CH:46][CH:45]=[C:44]3[CH3:49])[N:38]=2)[CH2:8][CH2:9]1)=[O:14])([CH3:19])([CH3:18])[CH3:17]. (4) Given the reactants [C:1](=[NH:26])([O:3][CH2:4][CH2:5][C:6]1[CH:11]=[C:10]([F:12])[C:9]([O:13][C:14]2[CH:19]=[CH:18][C:17]([Cl:20])=[C:16]([C:21]([F:24])([F:23])[F:22])[CH:15]=2)=[C:8]([F:25])[CH:7]=1)[NH2:2].[OH:27]/[CH:28]=[C:29](/[CH2:35][C:36]1[CH:37]=[N:38][C:39]([O:42][CH3:43])=[N:40][CH:41]=1)\[C:30](OCC)=O.C([O-])([O-])=O.[K+].[K+], predict the reaction product. The product is: [Cl:20][C:17]1[CH:18]=[CH:19][C:14]([O:13][C:9]2[C:10]([F:12])=[CH:11][C:6]([CH2:5][CH2:4][O:3][C:1]3[NH:2][CH:30]=[C:29]([CH2:35][C:36]4[CH:37]=[N:38][C:39]([O:42][CH3:43])=[N:40][CH:41]=4)[C:28](=[O:27])[N:26]=3)=[CH:7][C:8]=2[F:25])=[CH:15][C:16]=1[C:21]([F:22])([F:24])[F:23]. (5) Given the reactants [Cl:1]N1C(=O)CCC1=O.[CH3:9][C:10]1[CH:18]=[CH:17][CH:16]=[CH:15][C:11]=1[CH:12]=[N:13][OH:14], predict the reaction product. The product is: [OH:14][N:13]=[C:12]([Cl:1])[C:11]1[CH:15]=[CH:16][CH:17]=[CH:18][C:10]=1[CH3:9]. (6) Given the reactants [CH3:1][C:2]1[CH:20]=[CH:19][C:5]([C:6]([NH:8][C:9]2[CH:14]=[CH:13][N:12]=[C:11]([C:15]([F:18])([F:17])[F:16])[CH:10]=2)=[O:7])=[CH:4][C:3]=1[N+:21]([O-])=O, predict the reaction product. The product is: [NH2:21][C:3]1[CH:4]=[C:5]([CH:19]=[CH:20][C:2]=1[CH3:1])[C:6]([NH:8][C:9]1[CH:14]=[CH:13][N:12]=[C:11]([C:15]([F:18])([F:16])[F:17])[CH:10]=1)=[O:7]. (7) Given the reactants [NH2:1][C:2]1[CH:3]=[CH:4][C:5]2[N:25]([CH:26]=1)[C:8]1[N:9]([C:18]3[CH:19]=[N:20][C:21]([Cl:24])=[CH:22][CH:23]=3)[C:10](=[O:17])[C:11]3[C:16]([C:7]=1[N:6]=2)=[CH:15][CH:14]=[CH:13][CH:12]=3.[CH2:27]([N:29]=[C:30]=[O:31])[CH3:28], predict the reaction product. The product is: [CH2:27]([NH:29][C:30]([NH:1][C:2]1[CH:3]=[CH:4][C:5]2[N:25]([CH:26]=1)[C:8]1[N:9]([C:18]3[CH:19]=[N:20][C:21]([Cl:24])=[CH:22][CH:23]=3)[C:10](=[O:17])[C:11]3[C:16]([C:7]=1[N:6]=2)=[CH:15][CH:14]=[CH:13][CH:12]=3)=[O:31])[CH3:28]. (8) Given the reactants Br[C:2]1[CH:3]=[C:4]([C:21]([NH2:23])=[O:22])[C:5]2[NH:6][C:7]3[CH:8]=[C:9]([N:15]4[CH2:20][CH2:19][O:18][CH2:17][CH2:16]4)[CH:10]=[CH:11][C:12]=3[C:13]=2[N:14]=1.[Cl:24][C:25]1[CH:26]=[C:27](B(O)O)[CH:28]=[CH:29][C:30]=1[O:31][CH3:32].C([O-])([O-])=O.[Na+].[Na+].C(O)(C(F)(F)F)=O.N, predict the reaction product. The product is: [Cl:24][C:25]1[CH:26]=[C:27]([C:2]2[CH:3]=[C:4]([C:21]([NH2:23])=[O:22])[C:5]3[NH:6][C:7]4[CH:8]=[C:9]([N:15]5[CH2:20][CH2:19][O:18][CH2:17][CH2:16]5)[CH:10]=[CH:11][C:12]=4[C:13]=3[N:14]=2)[CH:28]=[CH:29][C:30]=1[O:31][CH3:32].